From a dataset of Full USPTO retrosynthesis dataset with 1.9M reactions from patents (1976-2016). Predict the reactants needed to synthesize the given product. (1) The reactants are: CC1[C@@H]2C(C)(C)[C@@H](C2)[C@@H](O)C=1.[CH3:12][CH2:13][CH2:14][CH2:15][CH2:16][C:17]1[C:22]([C:23]([O:25]C)=[O:24])=[C:21]([OH:27])[CH:20]=[C:19]([OH:28])[CH:18]=1. Given the product [CH3:12][CH2:13][CH2:14][CH2:15][CH2:16][C:17]1[C:22]([C:23]([OH:25])=[O:24])=[C:21]([OH:27])[CH:20]=[C:19]([OH:28])[CH:18]=1, predict the reactants needed to synthesize it. (2) Given the product [Br:15][C:16]1[C:17](=[O:42])[N:18]([CH2:33][C:34]2[CH:39]=[N:38][C:37]([CH2:40][Cl:3])=[CH:36][N:35]=2)[C:19]([CH3:32])=[CH:20][C:21]=1[O:22][CH2:23][C:24]1[CH:29]=[CH:28][C:27]([F:30])=[CH:26][C:25]=1[F:31], predict the reactants needed to synthesize it. The reactants are: N1C(Cl)=NC(Cl)=NC=1[Cl:3].CN(C=O)C.[Br:15][C:16]1[C:17](=[O:42])[N:18]([CH2:33][C:34]2[CH:39]=[N:38][C:37]([CH2:40]O)=[CH:36][N:35]=2)[C:19]([CH3:32])=[CH:20][C:21]=1[O:22][CH2:23][C:24]1[CH:29]=[CH:28][C:27]([F:30])=[CH:26][C:25]=1[F:31].